From a dataset of Reaction yield outcomes from USPTO patents with 853,638 reactions. Predict the reaction yield, written as a fraction of the theoretical maximum amount of product (1.0 means a 100% yield; for example, 0.34 means a 34% yield). The reactants are [Cl:1][C:2]1[N:11]=[C:10]([C:12]([O:14][CH2:15][CH3:16])=C)[C:9]2[C:4](=[CH:5][C:6]([F:17])=[CH:7][CH:8]=2)[N:3]=1.[Mn]([O-])(=O)(=O)=[O:19].[K+]. No catalyst specified. The product is [Cl:1][C:2]1[N:11]=[C:10]([C:12]([O:14][CH2:15][CH3:16])=[O:19])[C:9]2[C:4](=[CH:5][C:6]([F:17])=[CH:7][CH:8]=2)[N:3]=1. The yield is 0.670.